This data is from Catalyst prediction with 721,799 reactions and 888 catalyst types from USPTO. The task is: Predict which catalyst facilitates the given reaction. Reactant: [Cl:1][C:2]1[CH:7]=[CH:6][C:5]([O:8][C:9]2[CH:14]=[CH:13][C:12]([CH2:15][N:16]([CH3:20])[C:17]([NH2:19])=[NH:18])=[CH:11][CH:10]=2)=[CH:4][C:3]=1[C:21]([F:24])([F:23])[F:22].[C:25]([O-:28])([O-])=[O:26].[Cs+].[Cs+].[OH:31]/[CH:32]=[C:33](/[CH2:38][C:39]1[CH:40]=[N:41][N:42]([CH3:44])[CH:43]=1)\[C:34](OC)=O. Product: [F:22][C:21]([F:24])([F:23])[C:25]([OH:28])=[O:26].[Cl:1][C:2]1[CH:7]=[CH:6][C:5]([O:8][C:9]2[CH:14]=[CH:13][C:12]([CH2:15][N:16]([CH3:20])[C:17]3[NH:19][CH:34]=[C:33]([CH2:38][C:39]4[CH:40]=[N:41][N:42]([CH3:44])[CH:43]=4)[C:32](=[O:31])[N:18]=3)=[CH:11][CH:10]=2)=[CH:4][C:3]=1[C:21]([F:22])([F:23])[F:24]. The catalyst class is: 37.